Dataset: Catalyst prediction with 721,799 reactions and 888 catalyst types from USPTO. Task: Predict which catalyst facilitates the given reaction. (1) Reactant: [CH3:1][CH2:2][O:3][C:4]1[N:12]([CH2:13][C:14]2[CH:19]=[CH:18][C:17]([C:20]3[C:25]([C:26]4[N:30](C(C5C=CC=CC=5)(C5C=CC=CC=5)C5C=CC=CC=5)[N:29]=[N:28][N:27]=4)=[CH:24][CH:23]=[CH:22][CH:21]=3)=[CH:16][CH:15]=2)[C:11]2[C:6](=[CH:7][CH:8]=[CH:9][C:10]=2[C:50]([O:52][CH:53]([O:55][C:56]([O:58][CH:59]2[CH2:64][CH2:63][CH2:62][CH2:61][CH2:60]2)=[O:57])[CH3:54])=[O:51])[N:5]=1.C1(C)C=CC=CC=1.CO. Product: [CH3:1][CH2:2][O:3][C:4]1[N:12]([CH2:13][C:14]2[CH:19]=[CH:18][C:17]([C:20]3[CH:21]=[CH:22][CH:23]=[CH:24][C:25]=3[C:26]3[N:27]=[N:28][NH:29][N:30]=3)=[CH:16][CH:15]=2)[C:11]2[C:10]([C:50]([O:52][CH:53]([O:55][C:56]([O:58][CH:59]3[CH2:60][CH2:61][CH2:62][CH2:63][CH2:64]3)=[O:57])[CH3:54])=[O:51])=[CH:9][CH:8]=[CH:7][C:6]=2[N:5]=1. The catalyst class is: 106. (2) Reactant: [CH2:1]([N:8]([CH3:28])[C:9]([CH:11]1[CH2:16][CH2:15][N:14]([C:17]([C:19]2[NH:20][C:21]3[C:26]([CH:27]=2)=[CH:25][CH:24]=[CH:23][CH:22]=3)=[O:18])[CH2:13][CH2:12]1)=[O:10])[C:2]1[CH:7]=[CH:6][CH:5]=[CH:4][CH:3]=1.[H-].[Na+].I[CH3:32]. Product: [CH2:1]([N:8]([CH3:28])[C:9]([CH:11]1[CH2:16][CH2:15][N:14]([C:17]([C:19]2[N:20]([CH3:32])[C:21]3[C:26]([CH:27]=2)=[CH:25][CH:24]=[CH:23][CH:22]=3)=[O:18])[CH2:13][CH2:12]1)=[O:10])[C:2]1[CH:7]=[CH:6][CH:5]=[CH:4][CH:3]=1. The catalyst class is: 20. (3) Reactant: C(OC(=O)[N:7]([CH:18]1[CH2:23][CH2:22][N:21]([CH2:24][CH2:25][N:26]2[C:35]3[C:30](=[CH:31][CH:32]=[C:33]([O:36][CH3:37])[CH:34]=3)[C:29]([CH3:38])=[CH:28][C:27]2=[O:39])[CH2:20][CH2:19]1)[CH2:8][C:9](=[O:17])[NH:10][C:11]1[CH:16]=[CH:15][CH:14]=[CH:13][N:12]=1)(C)(C)C.FC(F)(F)C(O)=O. The catalyst class is: 4. Product: [N:12]1[CH:13]=[CH:14][CH:15]=[CH:16][C:11]=1[NH:10][C:9](=[O:17])[CH2:8][NH:7][CH:18]1[CH2:23][CH2:22][N:21]([CH2:24][CH2:25][N:26]2[C:35]3[C:30](=[CH:31][CH:32]=[C:33]([O:36][CH3:37])[CH:34]=3)[C:29]([CH3:38])=[CH:28][C:27]2=[O:39])[CH2:20][CH2:19]1.